From a dataset of Retrosynthesis with 50K atom-mapped reactions and 10 reaction types from USPTO. Predict the reactants needed to synthesize the given product. (1) Given the product CC(C)c1ccc(CO)cc1C#N, predict the reactants needed to synthesize it. The reactants are: CC(C)c1ccc(C(=O)O)cc1C#N. (2) Given the product Cc1nc(N2CCN(Cc3ccc(C(F)F)o3)C2=O)sc1C(=O)NCc1cccnc1, predict the reactants needed to synthesize it. The reactants are: Cc1nc(N2CCN(Cc3ccc(C(F)F)o3)C2=O)sc1C(=O)O.NCc1cccnc1. (3) Given the product C#CCN1C(=O)COc2cc(-c3nn(C)c(C(F)(F)F)c3Cl)c(F)cc21, predict the reactants needed to synthesize it. The reactants are: C#CCBr.Cn1nc(-c2cc3c(cc2F)NC(=O)CO3)c(Cl)c1C(F)(F)F. (4) Given the product NNc1nc(OCCN2CCOCC2)c(F)c(N2CCOCC2)c1F, predict the reactants needed to synthesize it. The reactants are: Fc1nc(OCCN2CCOCC2)c(F)c(N2CCOCC2)c1F.NN. (5) Given the product O=C(C=Cc1ccc(OC2CCN(C3CCC3)CC2)cc1)N1CCOCC1, predict the reactants needed to synthesize it. The reactants are: O=C(C=Cc1ccc(OC2CCNCC2)cc1)N1CCOCC1.O=C1CCC1. (6) Given the product CC(C)(C)OC(=O)Cc1cnc(-c2ccnc(F)c2)c(F)c1, predict the reactants needed to synthesize it. The reactants are: CC(C)(C)OC(=O)Cc1cnc(Cl)c(F)c1.OB(O)c1ccnc(F)c1. (7) Given the product CC(C)(C)C(O)Cc1ccccc1N, predict the reactants needed to synthesize it. The reactants are: CC(C)(C)C(O)Cc1ccccc1[N+](=O)[O-].